Dataset: Forward reaction prediction with 1.9M reactions from USPTO patents (1976-2016). Task: Predict the product of the given reaction. (1) Given the reactants C(OC([N:6]1[CH2:12][CH:11]([CH3:13])[C:10]2[C:14](Br)=[C:15]([Br:17])[S:16][C:9]=2[CH2:8][CH2:7]1)=O)C, predict the reaction product. The product is: [Br:17][C:15]1[S:16][C:9]2[CH2:8][CH2:7][NH:6][CH2:12][CH:11]([CH3:13])[C:10]=2[CH:14]=1. (2) Given the reactants [Cl:1][C:2]1[C:7]([C:8]([O:10]CC)=[O:9])=[C:6]([F:13])[C:5]([CH2:14][NH:15][C:16](=[O:21])[C:17]([CH3:20])([CH3:19])[CH3:18])=[CH:4][CH:3]=1.[OH-].[Na+].C(O)(=O)CC(CC(O)=O)(C(O)=O)O, predict the reaction product. The product is: [Cl:1][C:2]1[C:7]([C:8]([OH:10])=[O:9])=[C:6]([F:13])[C:5]([CH2:14][NH:15][C:16](=[O:21])[C:17]([CH3:19])([CH3:18])[CH3:20])=[CH:4][CH:3]=1.